This data is from Full USPTO retrosynthesis dataset with 1.9M reactions from patents (1976-2016). The task is: Predict the reactants needed to synthesize the given product. (1) Given the product [BrH:42].[NH2:1][C:2]1[C:14]2[C:13]3[C:12]4[CH:15]=[CH:16][C:17]([N:19]5[CH2:20][CH2:21][NH:22][CH2:23][CH2:24]5)=[CH:18][C:11]=4[NH:10][C:9](=[O:32])[C:8]=3[C:7]([C:33]3[CH:38]=[CH:37][C:36]([OH:39])=[CH:35][CH:34]=3)=[N:6][C:5]=2[NH:4][N:3]=1, predict the reactants needed to synthesize it. The reactants are: [NH2:1][C:2]1[C:14]2[C:13]3[C:12]4[CH:15]=[CH:16][C:17]([N:19]5[CH2:24][CH2:23][N:22](C(OC(C)(C)C)=O)[CH2:21][CH2:20]5)=[CH:18][C:11]=4[NH:10][C:9](=[O:32])[C:8]=3[C:7]([C:33]3[CH:38]=[CH:37][C:36]([O:39]C)=[CH:35][CH:34]=3)=[N:6][C:5]=2[NH:4][N:3]=1.B(Br)(Br)[Br:42].CO. (2) The reactants are: [CH3:1][C:2]1[CH:7]=[C:6]([CH3:8])[CH:5]=[CH:4][C:3]=1[C:9]1[C:18]2[C:13](=[CH:14][CH:15]=[CH:16][CH:17]=2)[C:12](=[O:19])[N:11]([CH3:20])[C:10]=1[CH:21]([CH2:25][CH:26]=[CH2:27])[C:22]([OH:24])=[O:23]. Given the product [CH3:1][C:2]1[CH:7]=[C:6]([CH3:8])[CH:5]=[CH:4][C:3]=1[C:9]1[C:18]2[C:13](=[CH:14][CH:15]=[CH:16][CH:17]=2)[C:12](=[O:19])[N:11]([CH3:20])[C:10]=1[CH:21]([CH2:25][CH2:26][CH3:27])[C:22]([OH:24])=[O:23], predict the reactants needed to synthesize it.